This data is from Catalyst prediction with 721,799 reactions and 888 catalyst types from USPTO. The task is: Predict which catalyst facilitates the given reaction. (1) Reactant: [N:1]1[C:5]2[CH:6]=[CH:7][CH:8]=[CH:9][C:4]=2[NH:3][C:2]=1[C:10]([OH:12])=O.CN(C(ON1N=[N:28][C:23]2[CH:24]=[CH:25][CH:26]=[CH:27][C:22]1=2)=[N+](C)C)C.[B-](F)(F)(F)F.[CH:35]1[CH:36]=[CH:37]C2N(O)N=[N:41][C:39]=2[CH:40]=1.[CH3:45]CN(C(C)C)C(C)C.[OH2:54]. Product: [N:41]1[CH:37]=[CH:36][CH:35]=[C:40]([O:54][C:25]2[CH:24]=[C:23]([NH:28][C:10]([C:2]3[NH:1][C:5]4[CH:6]=[CH:7][CH:8]=[C:9]([CH3:45])[C:4]=4[N:3]=3)=[O:12])[CH:22]=[CH:27][CH:26]=2)[CH:39]=1. The catalyst class is: 3. (2) Product: [Br:9][C:10]1[CH:11]=[C:12]([N+:20]([O-:22])=[O:21])[C:13]([O:18][CH3:19])=[C:14]([CH:17]=1)[CH2:15][Br:23]. Reactant: N1C(C)=CC=CC=1C.[Br:9][C:10]1[CH:11]=[C:12]([N+:20]([O-:22])=[O:21])[C:13]([O:18][CH3:19])=[C:14]([CH:17]=1)[CH2:15]O.[Br-:23].[Li+].CS(OS(C)(=O)=O)(=O)=O. The catalyst class is: 7. (3) Reactant: [C:1]12([C:14]([O:16]C)=[O:15])[CH2:9][CH2:8][C:5]([C:10]([O:12][CH3:13])=[O:11])([CH2:6][CH2:7]1)[CH2:4][CH2:3][CH2:2]2.O.O.O.O.O.O.O.O.[OH-].[Ba+2].[OH-]. Product: [CH3:13][O:12][C:10]([C:5]12[CH2:6][CH2:7][C:1]([C:14]([OH:16])=[O:15])([CH2:9][CH2:8]1)[CH2:2][CH2:3][CH2:4]2)=[O:11]. The catalyst class is: 24. (4) Reactant: [NH:1]1[CH2:6][CH:5]=[C:4]([C:7]2[CH:19]=[CH:18][C:10]([CH2:11][C@@H:12]([C:14]([O:16][CH3:17])=[O:15])[NH2:13])=[CH:9][CH:8]=2)[CH2:3][CH2:2]1.C(N(C(C)C)CC)(C)C.[N:29]1[CH:34]=[CH:33][CH:32]=[CH:31][C:30]=1[C:35](O)=[O:36].CN(C(ON1N=NC2C=CC=NC1=2)=[N+](C)C)C.F[P-](F)(F)(F)(F)F. Product: [N:29]1[CH:34]=[CH:33][CH:32]=[CH:31][C:30]=1[C:35]([N:1]1[CH2:2][CH:3]=[C:4]([C:7]2[CH:19]=[CH:18][C:10]([CH2:11][C@@H:12]([C:14]([O:16][CH3:17])=[O:15])[NH2:13])=[CH:9][CH:8]=2)[CH2:5][CH2:6]1)=[O:36]. The catalyst class is: 2. (5) Reactant: C1(C)C=CC(C([C@@](C(O)=O)(O)[C@@](C(C2C=CC(C)=CC=2)=O)(O)C(O)=O)=O)=CC=1.[CH2:29]([N:36]1[CH2:41][CH2:40][CH:39]([CH3:42])[CH:38]([NH:43][CH3:44])[CH2:37]1)[C:30]1[CH:35]=[CH:34][CH:33]=[CH:32][CH:31]=1.[CH2:29]([N:36]1[CH2:41][CH2:40][CH:39]([CH3:42])[CH:38]([NH:43][CH3:44])[CH2:37]1)[C:30]1[CH:31]=[CH:32][CH:33]=[CH:34][CH:35]=1.[OH-].[Na+].[CH3:75][C:74]([O:73][C:71](O[C:71]([O:73][C:74]([CH3:77])([CH3:76])[CH3:75])=[O:72])=[O:72])([CH3:77])[CH3:76]. Product: [CH2:29]([N:36]1[CH2:41][CH2:40][C@@H:39]([CH3:42])[C@@H:38]([N:43]([CH3:44])[C:71](=[O:72])[O:73][C:74]([CH3:75])([CH3:76])[CH3:77])[CH2:37]1)[C:30]1[CH:31]=[CH:32][CH:33]=[CH:34][CH:35]=1. The catalyst class is: 38. (6) Reactant: [Br:1][C:2]1[C:3]2[N:4]([N:10]=[C:11]([C:13]([F:16])([F:15])[F:14])[CH:12]=2)[C:5]([O:8][CH3:9])=[CH:6][CH:7]=1.C1C(=O)N([Cl:24])C(=O)C1.O. Product: [Br:1][C:2]1[C:3]2[N:4]([N:10]=[C:11]([C:13]([F:16])([F:14])[F:15])[C:12]=2[Cl:24])[C:5]([O:8][CH3:9])=[CH:6][CH:7]=1. The catalyst class is: 3. (7) Product: [C:1]([O:5][C:6]([NH:8][C:9]1[S:10][C:11]2[CH:17]=[C:16]([O:18][S:19]([C:22]3[CH:27]=[CH:26][C:25]([NH:35][CH2:36][C:37]([OH:39])([CH3:40])[CH3:38])=[CH:24][CH:23]=3)(=[O:21])=[O:20])[CH:15]=[CH:14][C:12]=2[N:13]=1)=[O:7])([CH3:4])([CH3:3])[CH3:2]. The catalyst class is: 16. Reactant: [C:1]([O:5][C:6]([NH:8][C:9]1[S:10][C:11]2[CH:17]=[C:16]([O:18][S:19]([C:22]3[CH:27]=[CH:26][C:25](F)=[CH:24][CH:23]=3)(=[O:21])=[O:20])[CH:15]=[CH:14][C:12]=2[N:13]=1)=[O:7])([CH3:4])([CH3:3])[CH3:2].C(=O)([O-])[O-].[Cs+].[Cs+].[NH2:35][CH2:36][C:37]([CH3:40])([OH:39])[CH3:38].O. (8) Reactant: [C:1]1([S:7]([N:10]2[C:18]3[C:13](=[CH:14][CH:15]=[CH:16][CH:17]=3)[C:12]([C:19]3[C:24]([Cl:25])=[CH:23][N:22]=[C:21]([NH:26][C:27]4[CH:32]=[C:31]([N+:33]([O-])=O)[C:30]([C:36]5[CH2:37][CH2:38][N:39]([CH3:42])[CH2:40][CH:41]=5)=[CH:29][C:28]=4[O:43][CH3:44])[N:20]=3)=[CH:11]2)(=[O:9])=[O:8])[CH:6]=[CH:5][CH:4]=[CH:3][CH:2]=1.[NH4+].[Cl-]. Product: [C:1]1([S:7]([N:10]2[C:18]3[C:13](=[CH:14][CH:15]=[CH:16][CH:17]=3)[C:12]([C:19]3[C:24]([Cl:25])=[CH:23][N:22]=[C:21]([NH:26][C:27]4[CH:32]=[C:31]([NH2:33])[C:30]([C:36]5[CH2:37][CH2:38][N:39]([CH3:42])[CH2:40][CH:41]=5)=[CH:29][C:28]=4[O:43][CH3:44])[N:20]=3)=[CH:11]2)(=[O:8])=[O:9])[CH:2]=[CH:3][CH:4]=[CH:5][CH:6]=1. The catalyst class is: 190.